Dataset: Forward reaction prediction with 1.9M reactions from USPTO patents (1976-2016). Task: Predict the product of the given reaction. (1) Given the reactants [CH2:1]([N:3]([CH2:20][CH3:21])[CH2:4]/[CH:5]=[CH:6]\[Sn:7]([CH2:16][CH2:17][CH2:18][CH3:19])([CH2:12][CH2:13][CH2:14][CH3:15])[CH2:8][CH2:9][CH2:10][CH3:11])[CH3:2].BrC/C=C\[Sn](CCCC)(CCCC)CCCC.N1CC[C@@H]([O:44][C:45](=[O:47])[CH3:46])C1, predict the reaction product. The product is: [CH2:8]([Sn:7]([CH2:16][CH2:17][CH2:18][CH3:19])([CH2:12][CH2:13][CH2:14][CH3:15])/[CH:6]=[CH:5]\[CH2:4][N:3]1[CH2:1][CH2:2][C@@H:21]([O:47][C:45](=[O:44])[CH3:46])[CH2:20]1)[CH2:9][CH2:10][CH3:11]. (2) Given the reactants [NH2:1][C:2]1[C:7](Br)=[N:6][C:5]([Br:9])=[CH:4][N:3]=1.[CH3:10][N:11]1[CH2:16][CH2:15][CH2:14][CH:13]([OH:17])[CH2:12]1, predict the reaction product. The product is: [Br:9][C:5]1[N:6]=[C:7]([O:17][CH:13]2[CH2:14][CH2:15][CH2:16][N:11]([CH3:10])[CH2:12]2)[C:2]([NH2:1])=[N:3][CH:4]=1. (3) Given the reactants Cl.Cl.[F:3][C:4]1[C:5]([NH:10][CH3:11])=[N:6][CH:7]=[CH:8][CH:9]=1.[OH-].[Na+], predict the reaction product. The product is: [F:3][C:4]1[C:5]([NH:10][CH3:11])=[N:6][CH:7]=[CH:8][CH:9]=1. (4) Given the reactants C[Si](Br)(C)C.C([O:8][P:9]([CH2:14][O:15][C:16]1[CH:24]=[C:23]2[C:19]([C:20]([C:46](=[O:48])[CH3:47])=[CH:21][N:22]2[CH2:25][C:26]([N:28]2[CH2:32][C@H:31]([F:33])[CH2:30][C@H:29]2[C:34](=[O:45])[NH:35][CH2:36][C:37]2[CH:42]=[CH:41][CH:40]=[C:39]([Cl:43])[C:38]=2[F:44])=[O:27])=[CH:18][CH:17]=1)(=[O:13])[O:10]CC)C, predict the reaction product. The product is: [C:46]([C:20]1[C:19]2[C:23](=[CH:24][C:16]([O:15][CH2:14][P:9](=[O:8])([OH:10])[OH:13])=[CH:17][CH:18]=2)[N:22]([CH2:25][C:26]([N:28]2[CH2:32][C@H:31]([F:33])[CH2:30][C@H:29]2[C:34](=[O:45])[NH:35][CH2:36][C:37]2[CH:42]=[CH:41][CH:40]=[C:39]([Cl:43])[C:38]=2[F:44])=[O:27])[CH:21]=1)(=[O:48])[CH3:47]. (5) Given the reactants [NH2:1][C:2]1[CH:10]=[CH:9][C:8]([Cl:11])=[CH:7][C:3]=1[C:4]([OH:6])=O.Cl.[CH3:13][O:14][C:15](=[O:26])[CH:16]([NH2:25])[CH2:17][C:18]1[CH:23]=[CH:22][C:21]([Br:24])=[CH:20][CH:19]=1.CN(C(ON1N=NC2C=CC=CC1=2)=[N+](C)C)C.F[P-](F)(F)(F)(F)F.C(N(C(C)C)CC)(C)C, predict the reaction product. The product is: [CH3:13][O:14][C:15](=[O:26])[CH:16]([NH:25][C:4](=[O:6])[C:3]1[CH:7]=[C:8]([Cl:11])[CH:9]=[CH:10][C:2]=1[NH2:1])[CH2:17][C:18]1[CH:23]=[CH:22][C:21]([Br:24])=[CH:20][CH:19]=1.